Dataset: TCR-epitope binding with 47,182 pairs between 192 epitopes and 23,139 TCRs. Task: Binary Classification. Given a T-cell receptor sequence (or CDR3 region) and an epitope sequence, predict whether binding occurs between them. The epitope is GTITVEELK. The TCR CDR3 sequence is CASSSYNQPQHF. Result: 0 (the TCR does not bind to the epitope).